Dataset: Full USPTO retrosynthesis dataset with 1.9M reactions from patents (1976-2016). Task: Predict the reactants needed to synthesize the given product. (1) Given the product [Cl:1][C:2]1[C:3]([F:20])=[C:4]([C:11]2[CH2:16][CH2:15][CH:14]([CH:17]=[CH2:18])[CH2:13][CH:12]=2)[CH:5]=[CH:6][C:7]=1[O:8][CH2:9][CH3:10], predict the reactants needed to synthesize it. The reactants are: [Cl:1][C:2]1[C:3]([F:20])=[C:4]([C:11]2(O)[CH2:16][CH2:15][CH:14]([CH:17]=[CH2:18])[CH2:13][CH2:12]2)[CH:5]=[CH:6][C:7]=1[O:8][CH2:9][CH3:10].C1(C)C=CC(S(O)(=O)=O)=CC=1.O. (2) Given the product [Cl:1][C:2]1[CH:3]=[CH:4][CH:5]=[C:6]([C:8]2[NH:18][C:17]3[CH:16]=[CH:15][N:14]=[CH:13][C:12]=3[N:11]=2)[N:7]=1, predict the reactants needed to synthesize it. The reactants are: [Cl:1][C:2]1[N:7]=[C:6]([C:8](O)=O)[CH:5]=[CH:4][CH:3]=1.[NH2:11][C:12]1[CH:13]=[N:14][CH:15]=[CH:16][C:17]=1[NH2:18].CCN(C(C)C)C(C)C.CN(C(ON1N=NC2C=CC=CC1=2)=[N+](C)C)C.F[P-](F)(F)(F)(F)F. (3) Given the product [CH3:21][N:22]([CH3:32])[C:23]1[CH:28]=[CH:27][C:26]([C:2]2[CH:3]=[CH:4][N:5]3[C:10]([C:11]=2[CH3:12])=[C:9]([CH:13]2[CH2:15][CH2:14]2)[CH:8]=[C:7]([C:16]([O:18][CH3:19])=[O:17])[C:6]3=[O:20])=[CH:25][CH:24]=1, predict the reactants needed to synthesize it. The reactants are: Cl[C:2]1[CH:3]=[CH:4][N:5]2[C:10]([C:11]=1[CH3:12])=[C:9]([CH:13]1[CH2:15][CH2:14]1)[CH:8]=[C:7]([C:16]([O:18][CH3:19])=[O:17])[C:6]2=[O:20].[CH3:21][N:22]([CH3:32])[C:23]1[CH:28]=[CH:27][C:26](B(O)O)=[CH:25][CH:24]=1. (4) Given the product [CH3:1][O:2][CH2:3][C@@H:4]([O:6][CH:7]1[CH2:8][CH2:9][NH:10][CH2:11][CH2:12]1)[CH3:5], predict the reactants needed to synthesize it. The reactants are: [CH3:1][O:2][CH2:3][C@@H:4]([O:6][C:7]1[CH:12]=[CH:11][N:10]=[CH:9][CH:8]=1)[CH3:5].C(O)(=O)C. (5) Given the product [C:44]([C:40]1[CH:39]=[C:38]([CH:43]=[CH:42][CH:41]=1)[CH2:37][N:15]([CH:16]1[CH2:21][CH2:20][N:19]([CH:22]([CH3:36])[CH2:23][CH2:24][NH:25][C:26](=[O:35])[C:27]2[C:28]([CH3:34])=[CH:29][CH:30]=[CH:31][C:32]=2[CH3:33])[CH2:18][CH2:17]1)[C:12]1[CH:13]=[CH:14][C:9]([O:8][CH2:7][C:6]([OH:46])=[O:5])=[CH:10][CH:11]=1)#[N:45], predict the reactants needed to synthesize it. The reactants are: C([O:5][C:6](=[O:46])[CH2:7][O:8][C:9]1[CH:14]=[CH:13][C:12]([N:15]([CH2:37][C:38]2[CH:43]=[CH:42][CH:41]=[C:40]([C:44]#[N:45])[CH:39]=2)[CH:16]2[CH2:21][CH2:20][N:19]([CH:22]([CH3:36])[CH2:23][CH2:24][NH:25][C:26](=[O:35])[C:27]3[C:32]([CH3:33])=[CH:31][CH:30]=[CH:29][C:28]=3[CH3:34])[CH2:18][CH2:17]2)=[CH:11][CH:10]=1)(C)(C)C.C1(OC)C=CC=CC=1.C(O)(C(F)(F)F)=O. (6) Given the product [S:13]1[CH2:12][CH2:11][CH2:10][S:14][CH:19]1[C:18]([O:17][CH2:15][CH3:16])=[O:24], predict the reactants needed to synthesize it. The reactants are: B(F)(F)F.CCOCC.[CH2:10]([SH:14])[CH2:11][CH2:12][SH:13].[CH2:15]([O:17][CH:18]([O:24][CH2:18][CH3:19])[C:19]([O:17][CH2:15][CH3:16])=[O:24])[CH3:16]. (7) The reactants are: [CH2:1]([N:8]1[CH2:14][CH2:13][CH2:12][CH2:11][CH:10]([C:15](OC)=[O:16])[C:9]1=O)[C:2]1[CH:7]=[CH:6][CH:5]=[CH:4][CH:3]=1.[H-].[Al+3].[Li+].[H-].[H-].[H-].[OH-].[Na+]. Given the product [CH2:1]([N:8]1[CH2:14][CH2:13][CH2:12][CH2:11][CH:10]([CH2:15][OH:16])[CH2:9]1)[C:2]1[CH:7]=[CH:6][CH:5]=[CH:4][CH:3]=1, predict the reactants needed to synthesize it. (8) Given the product [CH:10]1[C:9]2[NH:8][C:7]3[C:2](=[CH:3][CH:4]=[CH:5][CH:6]=3)[C:14]=2[CH:13]=[CH:12][CH:11]=1, predict the reactants needed to synthesize it. The reactants are: N1[CH:6]=[CH:5][CH:4]=[CH:3][C:2]=1[C:7]1[CH:12]=[CH:11][CH:10]=[CH:9][N:8]=1.[C:13]1(C)C=CC=C[CH:14]=1.